Dataset: Reaction yield outcomes from USPTO patents with 853,638 reactions. Task: Predict the reaction yield, written as a fraction of the theoretical maximum amount of product (1.0 means a 100% yield; for example, 0.34 means a 34% yield). (1) The reactants are Cl[C:2]1[C:7]2[CH2:8][CH2:9][CH2:10][C:6]=2[C:5]([Cl:11])=[N:4][N:3]=1.[Br-].[CH2:13]([Zn+])[C:14]1[CH:19]=[CH:18][CH:17]=[CH:16][CH:15]=1.C([O-])(O)=O.[Na+]. The catalyst is C1COCC1.C1C=CC([P]([Pd]([P](C2C=CC=CC=2)(C2C=CC=CC=2)C2C=CC=CC=2)([P](C2C=CC=CC=2)(C2C=CC=CC=2)C2C=CC=CC=2)[P](C2C=CC=CC=2)(C2C=CC=CC=2)C2C=CC=CC=2)(C2C=CC=CC=2)C2C=CC=CC=2)=CC=1. The product is [CH2:13]([C:2]1[C:7]2[CH2:8][CH2:9][CH2:10][C:6]=2[C:5]([Cl:11])=[N:4][N:3]=1)[C:14]1[CH:19]=[CH:18][CH:17]=[CH:16][CH:15]=1. The yield is 0.760. (2) The reactants are [C:1]1([NH2:8])[CH:6]=[CH:5][CH:4]=[CH:3][C:2]=1[NH2:7].[F:9][CH:10]([F:14])[C:11](O)=O.C(=O)([O-])[O-].[Na+].[Na+]. The catalyst is Cl. The product is [F:9][CH:10]([F:14])[C:11]1[NH:8][C:1]2[CH:6]=[CH:5][CH:4]=[CH:3][C:2]=2[N:7]=1. The yield is 0.900.